This data is from Merck oncology drug combination screen with 23,052 pairs across 39 cell lines. The task is: Regression. Given two drug SMILES strings and cell line genomic features, predict the synergy score measuring deviation from expected non-interaction effect. (1) Drug 1: O=c1[nH]cc(F)c(=O)[nH]1. Drug 2: CCN(CC)CCNC(=O)c1c(C)[nH]c(C=C2C(=O)Nc3ccc(F)cc32)c1C. Cell line: A375. Synergy scores: synergy=7.35. (2) Drug 1: Nc1ccn(C2OC(CO)C(O)C2(F)F)c(=O)n1. Drug 2: CC(C)CC(NC(=O)C(Cc1ccccc1)NC(=O)c1cnccn1)B(O)O. Cell line: OVCAR3. Synergy scores: synergy=-2.44. (3) Drug 1: NC1(c2ccc(-c3nc4ccn5c(=O)[nH]nc5c4cc3-c3ccccc3)cc2)CCC1. Drug 2: Cc1nc(Nc2ncc(C(=O)Nc3c(C)cccc3Cl)s2)cc(N2CCN(CCO)CC2)n1. Cell line: NCIH23. Synergy scores: synergy=38.7. (4) Drug 1: N#Cc1ccc(Cn2cncc2CN2CCN(c3cccc(Cl)c3)C(=O)C2)cc1. Drug 2: CCc1cnn2c(NCc3ccc[n+]([O-])c3)cc(N3CCCCC3CCO)nc12. Cell line: KPL1. Synergy scores: synergy=4.86. (5) Drug 1: N.N.O=C(O)C1(C(=O)O)CCC1.[Pt]. Drug 2: Cn1c(=O)n(-c2ccc(C(C)(C)C#N)cc2)c2c3cc(-c4cnc5ccccc5c4)ccc3ncc21. Cell line: ZR751. Synergy scores: synergy=5.37. (6) Drug 1: N.N.O=C(O)C1(C(=O)O)CCC1.[Pt]. Drug 2: N#Cc1ccc(Cn2cncc2CN2CCN(c3cccc(Cl)c3)C(=O)C2)cc1. Cell line: KPL1. Synergy scores: synergy=-8.64. (7) Drug 1: COc1cc(C2c3cc4c(cc3C(OC3OC5COC(C)OC5C(O)C3O)C3COC(=O)C23)OCO4)cc(OC)c1O. Drug 2: COC1CC2CCC(C)C(O)(O2)C(=O)C(=O)N2CCCCC2C(=O)OC(C(C)CC2CCC(OP(C)(C)=O)C(OC)C2)CC(=O)C(C)C=C(C)C(O)C(OC)C(=O)C(C)CC(C)C=CC=CC=C1C. Cell line: SKMEL30. Synergy scores: synergy=28.7. (8) Drug 1: COc1cccc2c1C(=O)c1c(O)c3c(c(O)c1C2=O)CC(O)(C(=O)CO)CC3OC1CC(N)C(O)C(C)O1. Drug 2: NC1(c2ccc(-c3nc4ccn5c(=O)[nH]nc5c4cc3-c3ccccc3)cc2)CCC1. Cell line: SKMES1. Synergy scores: synergy=25.3.